This data is from Full USPTO retrosynthesis dataset with 1.9M reactions from patents (1976-2016). The task is: Predict the reactants needed to synthesize the given product. (1) Given the product [Br:12][C:13]1[CH:21]=[CH:20][C:16]([C:17]2[O:11][C:3]3[CH:4]=[CH:5][CH:6]=[C:7]([N+:8]([O-:10])=[O:9])[C:2]=3[N:1]=2)=[CH:15][CH:14]=1, predict the reactants needed to synthesize it. The reactants are: [NH2:1][C:2]1[C:7]([N+:8]([O-:10])=[O:9])=[CH:6][CH:5]=[CH:4][C:3]=1[OH:11].[Br:12][C:13]1[CH:21]=[CH:20][C:16]([C:17](Cl)=O)=[CH:15][CH:14]=1.[OH-].[Na+]. (2) Given the product [CH2:1]([N:8]1[C:16]2[C:11](=[N:12][C:13]([N:20]([C:29]([O:31][C:32]([CH3:35])([CH3:34])[CH3:33])=[O:30])[NH:21][C:22]([O:24][C:25]([CH3:26])([CH3:27])[CH3:28])=[O:23])=[CH:14][CH:15]=2)[CH:10]=[C:9]1[C:18]#[N:19])[C:2]1[CH:7]=[CH:6][CH:5]=[CH:4][CH:3]=1, predict the reactants needed to synthesize it. The reactants are: [CH2:1]([N:8]1[C:16]2[C:11](=[N:12][C:13](Cl)=[CH:14][CH:15]=2)[CH:10]=[C:9]1[C:18]#[N:19])[C:2]1[CH:7]=[CH:6][CH:5]=[CH:4][CH:3]=1.[NH:20]([C:29]([O:31][C:32]([CH3:35])([CH3:34])[CH3:33])=[O:30])[NH:21][C:22]([O:24][C:25]([CH3:28])([CH3:27])[CH3:26])=[O:23].C([O-])([O-])=O.[Cs+].[Cs+]. (3) The reactants are: [Cl:1][C:2]1[CH:3]=[CH:4][C:5]([S:8][C:9]2[N:13]([CH3:14])[CH:12]=[N:11][C:10]=2[C:15]2[CH:20]=[CH:19][C:18]([C@H:21]3[CH2:23][C@@H:22]3[C:24]([NH:26][CH3:27])=[O:25])=[CH:17][CH:16]=2)=[N:6][CH:7]=1.[H-].[Na+].[CH3:30]N(C=O)C. Given the product [Cl:1][C:2]1[CH:3]=[CH:4][C:5]([S:8][C:9]2[N:13]([CH3:14])[CH:12]=[N:11][C:10]=2[C:15]2[CH:20]=[CH:19][C:18]([C@H:21]3[CH2:23][C@@H:22]3[C:24]([N:26]([CH3:30])[CH3:27])=[O:25])=[CH:17][CH:16]=2)=[N:6][CH:7]=1, predict the reactants needed to synthesize it. (4) Given the product [Cl:39][C:35]1[CH:34]=[C:33]2[C:38]([C:29]([N:13]3[C:11]4[C:10](=[CH:9][CH:8]=[C:7]([N:4]5[CH2:3][CH2:2][O:1][CH2:6][CH2:5]5)[CH:12]=4)[C:15]4([CH2:20][CH2:19][O:18][CH2:17][CH2:16]4)[CH2:14]3)=[C:30]([CH3:47])[C:31]([C:40]3[CH:45]=[CH:44][CH:43]=[CH:42][C:41]=3[F:46])=[N:32]2)=[CH:37][CH:36]=1, predict the reactants needed to synthesize it. The reactants are: [O:1]1[CH2:6][CH2:5][N:4]([C:7]2[CH:12]=[C:11]3[NH:13][CH2:14][C:15]4([CH2:20][CH2:19][O:18][CH2:17][CH2:16]4)[C:10]3=[CH:9][CH:8]=2)[CH2:3][CH2:2]1.CN(C=O)C.[H-].[Na+].Cl[C:29]1[C:38]2[C:33](=[CH:34][C:35]([Cl:39])=[CH:36][CH:37]=2)[N:32]=[C:31]([C:40]2[CH:45]=[CH:44][CH:43]=[CH:42][C:41]=2[F:46])[C:30]=1[CH3:47]. (5) Given the product [Cl:1][C:2]1[C:10]([F:11])=[C:9]2[C:5](/[C:6](=[CH:17]/[C:16]3[CH:19]=[CH:20][CH:21]=[C:14]([Cl:13])[C:15]=3[F:22])/[C:7](=[O:12])[NH:8]2)=[CH:4][CH:3]=1, predict the reactants needed to synthesize it. The reactants are: [Cl:1][C:2]1[C:10]([F:11])=[C:9]2[C:5]([CH2:6][C:7](=[O:12])[NH:8]2)=[CH:4][CH:3]=1.[Cl:13][C:14]1[C:15]([F:22])=[C:16]([CH:19]=[CH:20][CH:21]=1)[CH:17]=O.N1CCCCC1.